From a dataset of Catalyst prediction with 721,799 reactions and 888 catalyst types from USPTO. Predict which catalyst facilitates the given reaction. (1) Reactant: [CH2:1]([C:3]1[CH:9]=[CH:8][C:7]([N+:10]([O-:12])=[O:11])=[CH:6][C:4]=1[NH2:5])[CH3:2].[N:13](OC(C)(C)C)=O. Product: [CH3:2][C:1]1[C:3]2[C:4](=[CH:6][C:7]([N+:10]([O-:12])=[O:11])=[CH:8][CH:9]=2)[NH:5][N:13]=1. The catalyst class is: 15. (2) Reactant: [Br:1][C:2]1[C:7]2[CH2:8][O:9][CH:10]([C:12]3[CH:17]=[CH:16][CH:15]=[CH:14][CH:13]=3)[O:11][C:6]=2[C:5]([OH:18])=[C:4]([N+:19]([O-:21])=[O:20])[CH:3]=1.[CH3:22][CH:23](O)[CH3:24].C1C=CC(P(C2C=CC=CC=2)C2C=CC=CC=2)=CC=1.CCOC(/N=N/C(OCC)=O)=O. Product: [Br:1][C:2]1[C:7]2[CH2:8][O:9][CH:10]([C:12]3[CH:13]=[CH:14][CH:15]=[CH:16][CH:17]=3)[O:11][C:6]=2[C:5]([O:18][CH:23]([CH3:24])[CH3:22])=[C:4]([N+:19]([O-:21])=[O:20])[CH:3]=1. The catalyst class is: 1. (3) Reactant: [CH3:1][O:2][C:3](=[O:12])[CH2:4][C@H:5]1[CH2:10][CH2:9][C@H:8]([OH:11])[CH2:7][CH2:6]1.[H-].[Na+].I[CH3:16]. Product: [CH3:1][O:2][C:3](=[O:12])[CH2:4][C@H:5]1[CH2:10][CH2:9][C@H:8]([O:11][CH3:16])[CH2:7][CH2:6]1. The catalyst class is: 3. (4) Reactant: CN(C=O)C.[NH2:6][C:7]1[C:16]2[N:17]=[C:18]([CH2:25][O:26][CH2:27][CH3:28])[N:19]([CH2:20][C:21]([OH:24])([CH3:23])[CH3:22])[C:15]=2[C:14]2[CH:13]=[CH:12][C:11]([CH2:29][CH2:30][C:31](O)=[O:32])=[CH:10][C:9]=2[N:8]=1.ON1C2C=CC=CC=2N=N1.[NH:44]1[CH2:49][CH2:48][O:47][CH2:46][CH2:45]1. Product: [NH2:6][C:7]1[C:16]2[N:17]=[C:18]([CH2:25][O:26][CH2:27][CH3:28])[N:19]([CH2:20][C:21]([CH3:23])([OH:24])[CH3:22])[C:15]=2[C:14]2[CH:13]=[CH:12][C:11]([CH2:29][CH2:30][C:31]([N:44]3[CH2:49][CH2:48][O:47][CH2:46][CH2:45]3)=[O:32])=[CH:10][C:9]=2[N:8]=1. The catalyst class is: 6.